Dataset: Forward reaction prediction with 1.9M reactions from USPTO patents (1976-2016). Task: Predict the product of the given reaction. (1) Given the reactants [CH2:1]([N:3]([CH2:7][CH2:8][N:9]1[C:13](=[O:14])[C:12]2=[CH:15][CH:16]=[CH:17][CH:18]=[C:11]2[C:10]1=[O:19])[CH2:4][CH2:5][OH:6])[CH3:2].[F:20][C:21]1[C:26](O)=[CH:25][CH:24]=[CH:23][N:22]=1.C1[C@@H](COC2C=CC=NC=2[18F])NC1.C(OCC[N+](C)(C)C)(=O)C.C1(P(C2C=CC=CC=2)C2C=CC=CC=2)C=CC=CC=1.N(C(OC(C)C)=O)=NC(OC(C)C)=O, predict the reaction product. The product is: [CH2:1]([N:3]([CH2:7][CH2:8][N:9]1[C:13](=[O:14])[C:12]2=[CH:15][CH:16]=[CH:17][CH:18]=[C:11]2[C:10]1=[O:19])[CH2:4][CH2:5][O:6][C:26]1[C:21]([F:20])=[N:22][CH:23]=[CH:24][CH:25]=1)[CH3:2]. (2) The product is: [CH2:1]([O:8][C:9]1[CH:10]=[C:11]2[C:15](=[CH:16][C:17]=1[C:49]1[CH:54]=[N:53][C:52]([CH3:55])=[CH:51][CH:50]=1)[N:14]([CH:19]1[CH2:24][CH2:23][CH2:22][CH2:21][O:20]1)[N:13]=[CH:12]2)[C:2]1[CH:7]=[CH:6][CH:5]=[CH:4][CH:3]=1. Given the reactants [CH2:1]([O:8][C:9]1[CH:10]=[C:11]2[C:15](=[CH:16][C:17]=1Br)[N:14]([CH:19]1[CH2:24][CH2:23][CH2:22][CH2:21][O:20]1)[N:13]=[CH:12]2)[C:2]1[CH:7]=[CH:6][CH:5]=[CH:4][CH:3]=1.B1(B2OC(C)(C)C(C)(C)O2)OC(C)(C)C(C)(C)O1.CC([O-])=O.[K+].Br[C:49]1[CH:50]=[CH:51][C:52]([CH3:55])=[N:53][CH:54]=1.C([O-])([O-])=O.[Cs+].[Cs+], predict the reaction product. (3) Given the reactants C(O[C:4](=O)[CH:5]=[CH:6][C:7]1C=CC(C)=[CH:9][CH:8]=1)C.[N+:15](CCC1NC=CC=1)([O-:17])=[O:16].[O:25]=C(C=C(C)C)C.C1CCN2C(=NCCC2)CC1, predict the reaction product. The product is: [N+:15]([CH:7]([CH2:6][CH2:5][CH3:4])[C:8](=[O:25])[CH3:9])([O-:17])=[O:16]. (4) The product is: [F:17][CH:16]([F:18])[C:14]1[CH:13]=[CH:12][N:11]=[C:10]([NH:9][C:4]2[CH:3]=[C:2]([B:19]3[O:23][C:22]([CH3:25])([CH3:24])[C:21]([CH3:27])([CH3:26])[O:20]3)[CH:7]=[C:6]([CH3:8])[CH:5]=2)[N:15]=1. Given the reactants Br[C:2]1[CH:3]=[C:4]([NH:9][C:10]2[N:15]=[C:14]([CH:16]([F:18])[F:17])[CH:13]=[CH:12][N:11]=2)[CH:5]=[C:6]([CH3:8])[CH:7]=1.[B:19]1([B:19]2[O:23][C:22]([CH3:25])([CH3:24])[C:21]([CH3:27])([CH3:26])[O:20]2)[O:23][C:22]([CH3:25])([CH3:24])[C:21]([CH3:27])([CH3:26])[O:20]1.C([O-])(=O)C.[K+], predict the reaction product.